The task is: Predict the reaction yield, written as a fraction of the theoretical maximum amount of product (1.0 means a 100% yield; for example, 0.34 means a 34% yield).. This data is from Reaction yield outcomes from USPTO patents with 853,638 reactions. The reactants are [Br:1][C:2]1[CH:7]=[CH:6][C:5]([NH:8][C:9](=O)[CH3:10])=[C:4]([C:12]([F:15])([F:14])[F:13])[CH:3]=1.C(Cl)Cl.[N-:19]=[N+:20]=[N-:21].[Na+].FC(F)(F)S(OS(C(F)(F)F)(=O)=O)(=O)=O. The catalyst is C(#N)C. The product is [Br:1][C:2]1[CH:7]=[CH:6][C:5]([N:8]2[C:9]([CH3:10])=[N:21][N:20]=[N:19]2)=[C:4]([C:12]([F:15])([F:14])[F:13])[CH:3]=1. The yield is 0.700.